From a dataset of Reaction yield outcomes from USPTO patents with 853,638 reactions. Predict the reaction yield, written as a fraction of the theoretical maximum amount of product (1.0 means a 100% yield; for example, 0.34 means a 34% yield). (1) The reactants are [N+](C1C=CC(CCN)=CC=1)([O-])=O.[CH3:13][O:14][C:15]1[N:20]=[C:19]([NH:21][CH2:22][CH2:23][CH2:24][C:25]2[CH:30]=[CH:29][CH:28]=[CH:27][CH:26]=2)[CH:18]=[C:17]([C:31]2[CH:36]=[CH:35][CH:34]=[C:33]([O:37][CH3:38])[CH:32]=2)[N:16]=1.[ClH:39]. The catalyst is CCO.CCOCC. The product is [ClH:39].[CH3:13][O:14][C:15]1[N:20]=[C:19]([NH:21][CH2:22][CH2:23][CH2:24][C:25]2[CH:30]=[CH:29][CH:28]=[CH:27][CH:26]=2)[CH:18]=[C:17]([C:31]2[CH:36]=[CH:35][CH:34]=[C:33]([O:37][CH3:38])[CH:32]=2)[N:16]=1. The yield is 0.790. (2) The reactants are [CH3:1][O:2][C:3]1[CH:12]=[C:11]([N+:13]([O-])=O)[CH:10]=[CH:9][C:4]=1[C:5]([O:7][CH3:8])=[O:6]. The catalyst is CO.[Pd]. The product is [NH2:13][C:11]1[CH:10]=[CH:9][C:4]([C:5]([O:7][CH3:8])=[O:6])=[C:3]([O:2][CH3:1])[CH:12]=1. The yield is 0.970. (3) The reactants are [CH2:1]([O:8][CH2:9][O:10][CH2:11][C@@H:12]([CH3:20])[CH2:13][CH2:14][CH:15]1[O:18][C:16]1([CH3:19])[CH3:17])[C:2]1[CH:7]=[CH:6][CH:5]=[CH:4][CH:3]=1.[H-].[Al+3].[Li+].[H-].[H-].[H-]. The catalyst is CCOCC. The product is [CH2:1]([O:8][CH2:9][O:10][CH2:11][C@@H:12]([CH3:20])[CH2:13][CH2:14][CH2:15][C:16]([CH3:19])([OH:18])[CH3:17])[C:2]1[CH:7]=[CH:6][CH:5]=[CH:4][CH:3]=1. The yield is 0.800. (4) The reactants are [OH:1][C:2]1([CH2:8][N:9]2[CH2:14][CH2:13][CH:12]([CH2:15][NH:16]C(=O)OCC3C=CC=CC=3)[CH2:11][CH2:10]2)[CH2:7][CH2:6][O:5][CH2:4][CH2:3]1. The catalyst is [Pd].CO. The product is [NH2:16][CH2:15][CH:12]1[CH2:13][CH2:14][N:9]([CH2:8][C:2]2([OH:1])[CH2:7][CH2:6][O:5][CH2:4][CH2:3]2)[CH2:10][CH2:11]1. The yield is 0.940. (5) The reactants are [C:1]1([C:7]2[C:8]([NH2:12])=[N:9][NH:10][CH:11]=2)[CH:6]=[CH:5][CH:4]=[CH:3][CH:2]=1.C(O/[C:17](/[C:26]([O-:28])=[O:27])=[C:18](/[O:22]C(=O)C)\[C:19]([O-:21])=O)(=O)C.[C:29]1(C)C=CC(S(O)(=O)=O)=CC=1.C(O)C. The catalyst is C(O)(C)C. The product is [CH3:29][O:28][C:26]([C:17]1[N:12]=[C:8]2[C:7]([C:1]3[CH:2]=[CH:3][CH:4]=[CH:5][CH:6]=3)=[CH:11][NH:10][N:9]2[C:19](=[O:21])[C:18]=1[OH:22])=[O:27]. The yield is 0.260. (6) The reactants are [CH3:1][O:2][C:3](=[O:22])[CH2:4][CH2:5][C:6]1[C:7](=[O:21])[N:8]([CH2:11][C:12]2[CH:17]=[CH:16][C:15]([N+:18]([O-])=O)=[CH:14][CH:13]=2)[CH2:9][CH:10]=1.C(O)(=O)C. The catalyst is CO.[Zn]. The product is [CH3:1][O:2][C:3](=[O:22])[CH2:4][CH2:5][C:6]1[C:7](=[O:21])[N:8]([CH2:11][C:12]2[CH:13]=[CH:14][C:15]([NH2:18])=[CH:16][CH:17]=2)[CH2:9][CH:10]=1. The yield is 0.250. (7) The reactants are [CH:1]1([CH2:7][OH:8])[CH2:6][CH2:5][CH2:4][CH2:3][CH2:2]1.[H-].[Na+].Cl[C:12]1[CH:17]=[CH:16][N+:15]([O-])=[CH:14][CH:13]=1.CN(C=[O:23])C. The catalyst is CC(OC(C)=O)=O.CO.O. The product is [CH:1]1([CH2:7][O:8][C:12]2[CH:17]=[CH:16][NH:15][C:14](=[O:23])[CH:13]=2)[CH2:6][CH2:5][CH2:4][CH2:3][CH2:2]1. The yield is 0.580. (8) The reactants are [CH2:1]([N:8]1CCCC(NC2C=C(N(CC3C=CC(OC)=CC=3)C3C=CC=CC=3)C3N(C(C#N)=CN=3)N=2)C1)C1C=CC=CC=1.Br[C:43]1[N:47]2[N:48]=[C:49]([Cl:64])[CH:50]=[C:51]([NH:52][C:53]3[CH:58]=[CH:57][C:56]([S:59]([NH:62][CH3:63])(=[O:61])=[O:60])=[CH:55][CH:54]=3)[C:46]2=[N:45][CH:44]=1. The catalyst is C1C=CC(P(C2C=CC=CC=2)[C-]2C=CC=C2)=CC=1.C1C=CC(P(C2C=CC=CC=2)[C-]2C=CC=C2)=CC=1.[Fe+2].C1C=CC(/C=C/C(/C=C/C2C=CC=CC=2)=O)=CC=1.C1C=CC(/C=C/C(/C=C/C2C=CC=CC=2)=O)=CC=1.C1C=CC(/C=C/C(/C=C/C2C=CC=CC=2)=O)=CC=1.[Pd].[Pd].[C-]#N.[C-]#N.[Zn+2]. The yield is 0.420. The product is [Cl:64][C:49]1[CH:50]=[C:51]([NH:52][C:53]2[CH:58]=[CH:57][C:56]([S:59]([NH:62][CH3:63])(=[O:61])=[O:60])=[CH:55][CH:54]=2)[C:46]2[N:47]([C:43]([C:1]#[N:8])=[CH:44][N:45]=2)[N:48]=1.